From a dataset of Catalyst prediction with 721,799 reactions and 888 catalyst types from USPTO. Predict which catalyst facilitates the given reaction. Reactant: [CH2:1]([N:3]1[CH2:8][CH2:7][N:6]([C:9]2[N:14]=[CH:13][C:12]([CH2:15]O)=[CH:11][CH:10]=2)[CH2:5][CH2:4]1)[CH3:2].[Br:17]P(Br)Br. The catalyst class is: 22. Product: [Br:17][CH2:15][C:12]1[CH:11]=[CH:10][C:9]([N:6]2[CH2:7][CH2:8][N:3]([CH2:1][CH3:2])[CH2:4][CH2:5]2)=[N:14][CH:13]=1.